This data is from Ames mutagenicity test results for genotoxicity prediction. The task is: Regression/Classification. Given a drug SMILES string, predict its toxicity properties. Task type varies by dataset: regression for continuous values (e.g., LD50, hERG inhibition percentage) or binary classification for toxic/non-toxic outcomes (e.g., AMES mutagenicity, cardiotoxicity, hepatotoxicity). Dataset: ames. The compound is COc1ccc(-c2oc3ccccc3c(=O)c2[N+](=O)[O-])cc1[N+](=O)[O-]. The result is 1 (mutagenic).